Dataset: Reaction yield outcomes from USPTO patents with 853,638 reactions. Task: Predict the reaction yield, written as a fraction of the theoretical maximum amount of product (1.0 means a 100% yield; for example, 0.34 means a 34% yield). (1) The reactants are [NH:1]1[C:9]2[C:4](=[CH:5][CH:6]=[CH:7][N:8]=2)[C:3]([C:10](=[O:15])[C:11]([O:13]C)=[O:12])=[CH:2]1.C([O-])([O-])=O.[K+:20].[K+]. The catalyst is CO.O. The product is [NH:1]1[C:9]2[C:4](=[CH:5][CH:6]=[CH:7][N:8]=2)[C:3]([C:10](=[O:15])[C:11]([O-:13])=[O:12])=[CH:2]1.[K+:20]. The yield is 0.904. (2) The reactants are [N+:1]([C:4]1[CH:5]=[C:6]([NH:10][S:11]([CH3:14])(=[O:13])=[O:12])[CH:7]=[CH:8][CH:9]=1)([O-])=O.[Cl-].[NH4+].O. The catalyst is CO.[Fe]. The product is [NH2:1][C:4]1[CH:5]=[C:6]([NH:10][S:11]([CH3:14])(=[O:13])=[O:12])[CH:7]=[CH:8][CH:9]=1. The yield is 0.690. (3) The catalyst is ClCCl. The yield is 0.420. The reactants are [C:1]([NH:4][C:5]1[CH:10]=[C:9]([C:11]2[S:15][C:14]([C:16]([OH:18])=O)=[C:13]([CH2:19][C:20]3[CH:25]=[CH:24][C:23]([Cl:26])=[CH:22][CH:21]=3)[C:12]=2[C:27]#[N:28])[CH:8]=[CH:7][N:6]=1)(=[O:3])[CH3:2].Cl.C[N:31](C)CCCN=C=NCC.O.ON1C2C=CC=CC=2N=N1.[OH-].[NH4+]. The product is [C:1]([NH:4][C:5]1[CH:10]=[C:9]([C:11]2[S:15][C:14]([C:16]([NH2:31])=[O:18])=[C:13]([CH2:19][C:20]3[CH:21]=[CH:22][C:23]([Cl:26])=[CH:24][CH:25]=3)[C:12]=2[C:27]#[N:28])[CH:8]=[CH:7][N:6]=1)(=[O:3])[CH3:2]. (4) The reactants are [CH3:1][CH:2]([CH2:4][CH2:5][CH2:6][C@@H:7]([C@@H:9]1[C@:26]2(C)[C@H:12]([C:13]3[C@H:23](C[CH2:25]2)[C@:21]2(C)[CH:16]([CH2:17][C:18](=[O:28])[CH2:19][CH2:20]2)C(=O)C=3)[CH2:11][CH2:10]1)[CH3:8])[CH3:3].OO.[OH-:32].[Na+].[Cl-].[NH4+].S([O-])([O-])(=[O:38])=S.[Na+].[Na+].[CH2:43]1[CH2:47][O:46][CH2:45][CH2:44]1. No catalyst specified. The product is [O:32]1[C@H:17]2[C:18](=[O:28])[CH2:19][C@H:43]3[C@:21]([CH3:20])([C@@H:16]12)[C:23]1[CH2:13][CH2:12][C@@:26]2([CH3:25])[C@@H:44]([CH2:11][CH2:10][C@@H:9]2[C@H:7]([CH3:8])[CH2:6][CH2:5][CH2:4][CH:2]([CH3:3])[CH3:1])[C:45]=1[O:46][C:47]3=[O:38]. The yield is 0.350. (5) The reactants are [CH2:1]([O:3][CH:4]([O:33][CH2:34][CH3:35])[C:5]1[CH:10]=[CH:9][C:8]([CH:11]2[CH:20]([C:21]3[N:22]([CH3:26])[CH:23]=[CH:24][N:25]=3)[C:19](=O)[C:18]3[C:17]([C:28]([O:30]CC)=O)=[CH:16][CH:15]=[CH:14][C:13]=3[NH:12]2)=[CH:7][CH:6]=1)[CH3:2].O.[NH2:37][NH2:38]. The catalyst is CO. The product is [CH2:34]([O:33][CH:4]([O:3][CH2:1][CH3:2])[C:5]1[CH:6]=[CH:7][C:8]([CH:11]2[NH:12][C:13]3[C:18]4[C:19](=[N:37][NH:38][C:28](=[O:30])[C:17]=4[CH:16]=[CH:15][CH:14]=3)[CH:20]2[C:21]2[N:22]([CH3:26])[CH:23]=[CH:24][N:25]=2)=[CH:9][CH:10]=1)[CH3:35]. The yield is 0.550. (6) The reactants are [Si]([O:8][CH:9]([C:15]1[S:16][C:17]([C:20]2[N:25]=[C:24]([NH:26][C:27]3[CH:31]=[C:30]([CH:32]4[CH2:34][CH2:33]4)[NH:29][N:28]=3)[C:23]([Cl:35])=[CH:22][N:21]=2)=[CH:18][CH:19]=1)[C:10]([O:12][CH2:13][CH3:14])=[O:11])(C(C)(C)C)(C)C.CCN(CC)CC. The catalyst is O1CCCC1.C(OCC)(=O)C. The product is [Cl:35][C:23]1[C:24]([NH:26][C:27]2[CH:31]=[C:30]([CH:32]3[CH2:34][CH2:33]3)[NH:29][N:28]=2)=[N:25][C:20]([C:17]2[S:16][C:15]([CH:9]([OH:8])[C:10]([O:12][CH2:13][CH3:14])=[O:11])=[CH:19][CH:18]=2)=[N:21][CH:22]=1. The yield is 0.786. (7) The reactants are Cl[C:2]1[N:7]=[C:6]([NH:8][C:9]2[CH:14]=[CH:13][CH:12]=[CH:11][C:10]=2[S:15]([N:18]([CH3:20])[CH3:19])(=[O:17])=[O:16])[C:5]([Cl:21])=[CH:4][N:3]=1.[CH3:22][N:23]1[CH2:28][CH2:27][N:26]([CH2:29][C:30]2[CH:36]=[CH:35][C:33]([NH2:34])=[CH:32][CH:31]=2)[CH2:25][CH2:24]1. The catalyst is C(Cl)Cl.CO. The product is [Cl:21][C:5]1[C:6]([NH:8][C:9]2[CH:14]=[CH:13][CH:12]=[CH:11][C:10]=2[S:15]([N:18]([CH3:20])[CH3:19])(=[O:17])=[O:16])=[N:7][C:2]([NH:34][C:33]2[CH:32]=[CH:31][C:30]([CH2:29][N:26]3[CH2:25][CH2:24][N:23]([CH3:22])[CH2:28][CH2:27]3)=[CH:36][CH:35]=2)=[N:3][CH:4]=1. The yield is 0.620. (8) The reactants are [F:1][C:2]1[CH:7]=[CH:6][C:5]([CH2:8][NH2:9])=[CH:4][CH:3]=1.C(N(CC)C(C)C)(C)C.[N:19]1[C:26](Cl)=[N:25][C:23](Cl)=[N:22][C:20]=1[Cl:21].Cl.[CH2:29]([NH2:32])[C:30]#[CH:31]. The catalyst is C(#N)C. The product is [Cl:21][C:20]1[N:19]=[C:26]([NH:9][CH2:8][C:5]2[CH:6]=[CH:7][C:2]([F:1])=[CH:3][CH:4]=2)[N:25]=[C:23]([NH:32][CH2:29][C:30]#[CH:31])[N:22]=1. The yield is 0.930. (9) The reactants are [Br:1][C:2]1[CH:3]=[C:4]([C@:10]2([CH3:36])[C@H:16]3[C@:14]([C:17]([OH:19])=O)([CH2:15]3)[S:13][C:12]([N:20]([C:29]([O:31][C:32]([CH3:35])([CH3:34])[CH3:33])=[O:30])[CH2:21][O:22][CH2:23][CH2:24][Si:25]([CH3:28])([CH3:27])[CH3:26])=[N:11]2)[C:5]([O:8][CH3:9])=[N:6][CH:7]=1.C(N1C=CN=C1)([N:39]1C=CN=C1)=O. No catalyst specified. The product is [C:32]([O:31][C:29](=[O:30])[N:20]([C:12]1[S:13][C@:14]2([C:17](=[O:19])[NH2:39])[C@H:16]([C@:10]([C:4]3[C:5]([O:8][CH3:9])=[N:6][CH:7]=[C:2]([Br:1])[CH:3]=3)([CH3:36])[N:11]=1)[CH2:15]2)[CH2:21][O:22][CH2:23][CH2:24][Si:25]([CH3:28])([CH3:27])[CH3:26])([CH3:33])([CH3:34])[CH3:35]. The yield is 0.820. (10) The reactants are [BH4-].[Na+].[O:3]=[C:4]1[CH2:9][N:8]([C:10]([O:12][C:13]([CH3:16])([CH3:15])[CH3:14])=[O:11])[C@H:7]([C:17]([O:19][CH2:20][CH3:21])=[O:18])[CH2:6][CH2:5]1. The catalyst is CCO. The product is [OH:3][C@@H:4]1[CH2:9][N:8]([C:10]([O:12][C:13]([CH3:14])([CH3:15])[CH3:16])=[O:11])[C@H:7]([C:17]([O:19][CH2:20][CH3:21])=[O:18])[CH2:6][CH2:5]1. The yield is 0.800.